Dataset: Forward reaction prediction with 1.9M reactions from USPTO patents (1976-2016). Task: Predict the product of the given reaction. Given the reactants [OH:1][C@H:2]1[CH2:21][N:5]2[CH2:6][C@@H:7]([C:17]([O:19][CH3:20])=[O:18])[N:8]([C:10]([O:12][C:13]([CH3:16])([CH3:15])[CH3:14])=[O:11])[CH2:9][C@H:4]2[CH2:3]1.C(OCC)(=O)C.C(N(CC)CC)C, predict the reaction product. The product is: [O:1]=[C:2]1[CH2:21][N:5]2[CH2:6][C@@H:7]([C:17]([O:19][CH3:20])=[O:18])[N:8]([C:10]([O:12][C:13]([CH3:14])([CH3:15])[CH3:16])=[O:11])[CH2:9][C@H:4]2[CH2:3]1.